The task is: Predict which catalyst facilitates the given reaction.. This data is from Catalyst prediction with 721,799 reactions and 888 catalyst types from USPTO. (1) Reactant: [C:1]1([CH2:7][C:8](=[O:13])[CH2:9][CH2:10][CH2:11][CH3:12])[CH:6]=[CH:5][CH:4]=[CH:3][CH:2]=1.N1CCCC[CH2:15]1.C(O)(=O)C.C=O. Product: [C:1]1([C:7]([C:8](=[O:13])[CH2:9][CH2:10][CH2:11][CH3:12])=[CH2:15])[CH:6]=[CH:5][CH:4]=[CH:3][CH:2]=1. The catalyst class is: 5. (2) The catalyst class is: 13. Product: [NH2:1][C:2](=[N:44][O:45][C:58]([O:60][CH2:61][CH:62]([CH2:67][CH3:68])[CH2:63][CH2:64][CH2:65][CH3:66])=[O:59])[C:3]1[CH:4]=[C:5]([CH:41]=[CH:42][CH:43]=1)[CH2:6][O:7][NH:8][C:9]([CH:11]1[C:20]2[C:15](=[CH:16][CH:17]=[CH:18][CH:19]=2)[C:14](=[O:21])[N:13]([CH:22]2[CH2:27][CH2:26][CH2:25][CH2:24][CH:23]2[NH:28][S:29]([CH3:32])(=[O:31])=[O:30])[CH:12]1[C:33]1[CH:38]=[CH:37][C:36]([Cl:39])=[CH:35][C:34]=1[Cl:40])=[O:10]. Reactant: [NH2:1][C:2](=[N:44][OH:45])[C:3]1[CH:4]=[C:5]([CH:41]=[CH:42][CH:43]=1)[CH2:6][O:7][NH:8][C:9]([CH:11]1[C:20]2[C:15](=[CH:16][CH:17]=[CH:18][CH:19]=2)[C:14](=[O:21])[N:13]([CH:22]2[CH2:27][CH2:26][CH2:25][CH2:24][CH:23]2[NH:28][S:29]([CH3:32])(=[O:31])=[O:30])[CH:12]1[C:33]1[CH:38]=[CH:37][C:36]([Cl:39])=[CH:35][C:34]=1[Cl:40])=[O:10].CN(C=O)C.N1C=CC=CC=1.Cl[C:58]([O:60][CH2:61][CH:62]([CH2:67][CH3:68])[CH2:63][CH2:64][CH2:65][CH3:66])=[O:59]. (3) Reactant: [H-].[Na+].[CH2:3]([OH:10])[C:4]1[CH:9]=[CH:8][CH:7]=[CH:6][CH:5]=1.F[C:12]1[C:21]2[C@H:22]([NH:24][C:25](=[O:31])[O:26][C:27]([CH3:30])([CH3:29])[CH3:28])[CH2:23][N:19]3[C:20]=2[C:15]([CH:16]=[CH:17][C:18]3=[O:32])=[CH:14][CH:13]=1.O. Product: [CH2:3]([O:10][C:12]1[C:21]2[C@H:22]([NH:24][C:25](=[O:31])[O:26][C:27]([CH3:28])([CH3:30])[CH3:29])[CH2:23][N:19]3[C:20]=2[C:15]([CH:16]=[CH:17][C:18]3=[O:32])=[CH:14][CH:13]=1)[C:4]1[CH:9]=[CH:8][CH:7]=[CH:6][CH:5]=1. The catalyst class is: 1. (4) Reactant: [CH3:1][S:2][C:3]1[S:4][C:5]([C:19]2[CH:23]=[CH:22][N:21](COCC[Si](C)(C)C)[N:20]=2)=[C:6]2[CH2:11][CH2:10][N:9]([C:12]3[CH:17]=[CH:16][CH:15]=[CH:14][CH:13]=3)[C:8](=[O:18])[C:7]=12.Cl. Product: [CH3:1][S:2][C:3]1[S:4][C:5]([C:19]2[CH:23]=[CH:22][NH:21][N:20]=2)=[C:6]2[CH2:11][CH2:10][N:9]([C:12]3[CH:13]=[CH:14][CH:15]=[CH:16][CH:17]=3)[C:8](=[O:18])[C:7]=12. The catalyst class is: 5. (5) Reactant: Br[CH:2]([C:26]1[CH:31]=[CH:30][CH:29]=[CH:28][CH:27]=1)[CH2:3][CH2:4][CH:5]1[C:8](=[O:9])[N:7]([C:10]2[CH:17]=[CH:16][C:13]([C:14]#[N:15])=[CH:12][CH:11]=2)[CH:6]1[C:18]1[CH:23]=[CH:22][C:21]([O:24][CH3:25])=[CH:20][CH:19]=1.FC(F)(F)C([O-])=[O:35].C([N+](CCCC)(CCCC)CCCC)CCC. Product: [OH:35][CH:2]([C:26]1[CH:31]=[CH:30][CH:29]=[CH:28][CH:27]=1)[CH2:3][CH2:4][CH:5]1[C:8](=[O:9])[N:7]([C:10]2[CH:17]=[CH:16][C:13]([C:14]#[N:15])=[CH:12][CH:11]=2)[CH:6]1[C:18]1[CH:23]=[CH:22][C:21]([O:24][CH3:25])=[CH:20][CH:19]=1. The catalyst class is: 12.